From a dataset of Forward reaction prediction with 1.9M reactions from USPTO patents (1976-2016). Predict the product of the given reaction. Given the reactants [C:1]([O:5][C:6](=[O:31])[NH:7][C@H:8]1[CH2:13][CH2:12][CH2:11][N:10]([C:14]2[N:22]([CH2:23][CH:24]=[C:25]([CH3:27])[CH3:26])[C:21]3[C:20](=[O:28])[NH:19][CH:18]=[N:17][C:16]=3[C:15]=2[C:29]#[N:30])[CH2:9]1)([CH3:4])([CH3:3])[CH3:2].Cl[CH2:33][C:34]1[N:43]=[CH:42][C:41]2[C:36](=[CH:37][CH:38]=[CH:39][CH:40]=2)[N:35]=1.C(=O)([O-])[O-].[K+].[K+], predict the reaction product. The product is: [C:1]([O:5][C:6](=[O:31])[NH:7][C@H:8]1[CH2:13][CH2:12][CH2:11][N:10]([C:14]2[N:22]([CH2:23][CH:24]=[C:25]([CH3:26])[CH3:27])[C:21]3[C:20](=[O:28])[N:19]([CH2:33][C:34]4[N:43]=[CH:42][C:41]5[C:36](=[CH:37][CH:38]=[CH:39][CH:40]=5)[N:35]=4)[CH:18]=[N:17][C:16]=3[C:15]=2[C:29]#[N:30])[CH2:9]1)([CH3:2])([CH3:3])[CH3:4].